This data is from Reaction yield outcomes from USPTO patents with 853,638 reactions. The task is: Predict the reaction yield, written as a fraction of the theoretical maximum amount of product (1.0 means a 100% yield; for example, 0.34 means a 34% yield). (1) The reactants are [Cl:1][C:2]1[N:3]=[C:4]2[CH:12]=[C:11]([Cl:13])[CH:10]=[N:9][C:5]2=[N:6][C:7]=1Cl.[CH3:14][N:15]1[CH2:21][CH2:20][CH2:19][NH:18][CH2:17][CH2:16]1. The catalyst is C(Cl)Cl. The product is [Cl:1][C:2]1[N:3]=[C:4]2[CH:12]=[C:11]([Cl:13])[CH:10]=[N:9][C:5]2=[N:6][C:7]=1[N:18]1[CH2:19][CH2:20][CH2:21][N:15]([CH3:14])[CH2:16][CH2:17]1. The yield is 0.640. (2) The reactants are Br[CH:2]([CH2:9][C:10]([O-:12])=[O:11])[C:3](=O)[C:4]([O:6][CH3:7])=[O:5].[CH3:13]O.[C:15](=[S:18])([NH2:17])[CH3:16]. No catalyst specified. The product is [CH3:7][O:6][C:4](=[O:5])[CH2:3][C:2]1[S:18][C:15]([CH3:16])=[N:17][C:9]=1[C:10]([O:12][CH3:13])=[O:11]. The yield is 0.600. (3) The reactants are [CH3:1][O:2][C:3]1[CH:9]=[C:8]([O:10][CH3:11])[C:7]([C:12]([F:15])([F:14])[F:13])=[CH:6][C:4]=1[NH2:5].[C:16](Cl)(Cl)=[O:17]. The catalyst is CCOC(C)=O. The product is [N:5]([C:4]1[CH:6]=[C:7]([C:12]([F:14])([F:13])[F:15])[C:8]([O:10][CH3:11])=[CH:9][C:3]=1[O:2][CH3:1])=[C:16]=[O:17]. The yield is 0.850. (4) The reactants are [C:1]1([S:7][C:8]2[CH:17]=[C:16]3[C:11]([CH2:12][CH2:13][CH2:14][C:15]3=[O:18])=[CH:10][CH:9]=2)[CH:6]=[CH:5][CH:4]=[CH:3][CH:2]=1.[OH:19]OS([O-])=O.[K+].[OH2:25]. The catalyst is CO. The product is [C:1]1([S:7]([C:8]2[CH:17]=[C:16]3[C:11]([CH2:12][CH2:13][CH2:14][C:15]3=[O:18])=[CH:10][CH:9]=2)(=[O:19])=[O:25])[CH:6]=[CH:5][CH:4]=[CH:3][CH:2]=1. The yield is 0.590. (5) The reactants are [CH2:1]([O:3][C:4](=[O:9])[CH2:5][NH:6][CH:7]=[O:8])[CH3:2].CN1C=CN=C1.[C:16](Cl)(=[O:32])[CH2:17][CH2:18][CH2:19][CH2:20][CH2:21][CH2:22][CH2:23][CH2:24][CH2:25][CH2:26][CH2:27][CH2:28][CH2:29][CH2:30][CH3:31].C(N(CCCC)CCCC)CCC. The catalyst is [Ti](Cl)(Cl)(Cl)Cl.O.C(Cl)Cl. The product is [CH:7]([NH:6][CH:5]([C:16](=[O:32])[CH2:17][CH2:18][CH2:19][CH2:20][CH2:21][CH2:22][CH2:23][CH2:24][CH2:25][CH2:26][CH2:27][CH2:28][CH2:29][CH2:30][CH3:31])[C:4]([O:3][CH2:1][CH3:2])=[O:9])=[O:8]. The yield is 0.850. (6) The reactants are Cl[C:2]1[C:7]([CH2:8][C:9]2[CH:14]=[CH:13][C:12]([C:15]3[C:16]([C:21]#[N:22])=[CH:17][CH:18]=[CH:19][CH:20]=3)=[CH:11][CH:10]=2)=[C:6]([CH2:23][CH2:24][CH3:25])[N:5]=[C:4]([CH3:26])[N:3]=1.[C:27]1([S:33]([NH2:36])(=[O:35])=[O:34])[CH:32]=[CH:31][CH:30]=[CH:29][CH:28]=1.[C:37](=[O:40])([O-])[O-:38].[K+].[K+].C[N:44](C)C(=O)C. The catalyst is C(OCC)(=O)C. The product is [CH3:26][C:4]1[N:3]=[C:2]([NH:36][S:33]([C:27]2[CH:32]=[CH:31][CH:30]=[CH:29][CH:28]=2)(=[O:35])=[O:34])[C:7]([CH2:8][C:9]2[CH:14]=[CH:13][C:12]([C:15]3[CH:20]=[CH:19][CH:18]=[CH:17][C:16]=3[C:21]3[NH:44][C:37](=[O:40])[O:38][N:22]=3)=[CH:11][CH:10]=2)=[C:6]([CH2:23][CH2:24][CH3:25])[N:5]=1. The yield is 0.800.